Task: Regression/Classification. Given a drug SMILES string, predict its toxicity properties. Task type varies by dataset: regression for continuous values (e.g., LD50, hERG inhibition percentage) or binary classification for toxic/non-toxic outcomes (e.g., AMES mutagenicity, cardiotoxicity, hepatotoxicity). Dataset: skin_reaction.. Dataset: Skin sensitization/reaction prediction data (1) The drug is CN1C2CCC1CC(OS(C)(=O)=O)C2. The result is 1 (causes skin reaction). (2) The molecule is CC(C)N(C(=O)Cn1c(=O)c(=NOCc2ccccc2)c(=O)n(-c2ccccc2)c2ccccc21)c1ccccc1. The result is 0 (no skin reaction). (3) The molecule is CCOc1cc(C=O)ccc1O. The result is 0 (no skin reaction). (4) The compound is CN(C)C(=S)SSC(=S)N(C)C. The result is 1 (causes skin reaction).